This data is from Full USPTO retrosynthesis dataset with 1.9M reactions from patents (1976-2016). The task is: Predict the reactants needed to synthesize the given product. Given the product [CH3:1][O:2][C:3](=[O:11])[C:4]1[CH:9]=[CH:8][C:7]([CH2:14][CH2:13][CH:12]=[O:15])=[CH:6][CH:5]=1, predict the reactants needed to synthesize it. The reactants are: [CH3:1][O:2][C:3](=[O:11])[C:4]1[CH:9]=[CH:8][C:7](I)=[CH:6][CH:5]=1.[CH2:12]([OH:15])[CH:13]=[CH2:14].